This data is from Catalyst prediction with 721,799 reactions and 888 catalyst types from USPTO. The task is: Predict which catalyst facilitates the given reaction. (1) Reactant: Br[CH2:2][C:3]1[C:11]2[C:6](=[N:7][CH:8]=[CH:9][CH:10]=2)[N:5]([C:12]([O:14][C:15]([CH3:18])([CH3:17])[CH3:16])=[O:13])[N:4]=1.[C-:19]#[N:20].[Na+]. Product: [C:19]([CH2:2][C:3]1[C:11]2[C:6](=[N:7][CH:8]=[CH:9][CH:10]=2)[N:5]([C:12]([O:14][C:15]([CH3:18])([CH3:17])[CH3:16])=[O:13])[N:4]=1)#[N:20]. The catalyst class is: 18. (2) Reactant: C[O-].[Na+].O1CCCC1.[CH:9]1([N:12]2[C:17](=[O:18])[C:16]3[C:19]([NH:26][C:27]4[CH:28]=[C:29]([NH:33][C:34](=[O:36])[CH3:35])[CH:30]=[CH:31][CH:32]=4)=[C:20]([CH3:25])[C:21](=[O:24])[N:22]([CH3:23])[C:15]=3[N:14]([C:37]3[CH:42]=[CH:41][C:40]([I:43])=[CH:39][C:38]=3[F:44])[C:13]2=[O:45])[CH2:11][CH2:10]1.C(O)(=O)C. Product: [CH:9]1([N:12]2[C:17](=[O:18])[C:16]3=[C:15]([NH:14][C:37]4[CH:42]=[CH:41][C:40]([I:43])=[CH:39][C:38]=4[F:44])[N:22]([CH3:23])[C:21](=[O:24])[C:20]([CH3:25])=[C:19]3[N:26]([C:27]3[CH:28]=[C:29]([NH:33][C:34](=[O:36])[CH3:35])[CH:30]=[CH:31][CH:32]=3)[C:13]2=[O:45])[CH2:11][CH2:10]1. The catalyst class is: 24.